This data is from Reaction yield outcomes from USPTO patents with 853,638 reactions. The task is: Predict the reaction yield, written as a fraction of the theoretical maximum amount of product (1.0 means a 100% yield; for example, 0.34 means a 34% yield). The product is [CH3:10][C:11]1[NH:12][C:2]([CH:3]=[O:6])=[C:14]([CH3:16])[CH:15]=1. The yield is 0.900. The reactants are Cl[CH:2](Cl)[CH3:3].P(Cl)(Cl)(Cl)=[O:6].[CH3:10][C:11]1[NH:12]C=[C:14]([CH3:16])[CH:15]=1. The catalyst is CN(C)C=O.